This data is from CYP1A2 inhibition data for predicting drug metabolism from PubChem BioAssay. The task is: Regression/Classification. Given a drug SMILES string, predict its absorption, distribution, metabolism, or excretion properties. Task type varies by dataset: regression for continuous measurements (e.g., permeability, clearance, half-life) or binary classification for categorical outcomes (e.g., BBB penetration, CYP inhibition). Dataset: cyp1a2_veith. The compound is CCOc1nc(NCCc2ccc(OC)c(OC)c2)nc(NC(C)(C)CO)n1. The result is 1 (inhibitor).